From a dataset of Reaction yield outcomes from USPTO patents with 853,638 reactions. Predict the reaction yield, written as a fraction of the theoretical maximum amount of product (1.0 means a 100% yield; for example, 0.34 means a 34% yield). The reactants are [OH:1][CH2:2][C:3]1[CH:16]=[CH:15][C:14]2[O:13][C:12]3[C:7]4=[C:8]([C:17](=[O:20])[NH:18][N:19]=[C:6]4[C:5]=2[CH:4]=1)[CH:9]=[CH:10][CH:11]=3.[P:21]([O-])([O:31][CH2:32][C:33]1[CH:38]=[CH:37][CH:36]=[CH:35][CH:34]=1)([O:23][CH2:24][C:25]1[CH:30]=[CH:29][CH:28]=[CH:27][CH:26]=1)=[O:22].C1(P(C2C=CC=CC=2)C2C=CC=CC=2)C=CC=CC=1.N(C(OC(C)C)=O)=NC(OC(C)C)=O. The catalyst is CN(C=O)C. The product is [O:20]=[C:17]1[C:8]2[CH:9]=[CH:10][CH:11]=[C:12]3[O:13][C:14]4[CH:15]=[CH:16][C:3]([CH2:2][O:1][P:21](=[O:22])([O:31][CH2:32][C:33]5[CH:38]=[CH:37][CH:36]=[CH:35][CH:34]=5)[O:23][CH2:24][C:25]5[CH:30]=[CH:29][CH:28]=[CH:27][CH:26]=5)=[CH:4][C:5]=4[C:6]([C:7]=23)=[N:19][NH:18]1. The yield is 0.400.